From a dataset of Forward reaction prediction with 1.9M reactions from USPTO patents (1976-2016). Predict the product of the given reaction. (1) Given the reactants [Cl:1][C:2]1[CH:7]=[CH:6][C:5]([CH:8]([CH2:17][C:18]2[CH:23]=[CH:22][C:21]([Cl:24])=[CH:20][CH:19]=2)[C:9]([NH:12]C(=O)CCl)([CH3:11])[CH3:10])=[CH:4][CH:3]=1.NC(N)=S, predict the reaction product. The product is: [ClH:1].[NH2:12][C:9]([CH3:11])([CH:8]([C:5]1[CH:4]=[CH:3][C:2]([Cl:1])=[CH:7][CH:6]=1)[CH2:17][C:18]1[CH:23]=[CH:22][C:21]([Cl:24])=[CH:20][CH:19]=1)[CH3:10]. (2) Given the reactants [NH2:1][C:2]1[CH:3]=[CH:4][C:5]2[CH2:11][CH2:10][C:9](=[O:12])[N:8]([CH3:13])[CH2:7][C:6]=2[CH:14]=1.Cl[C:16]1[N:21]=[C:20]([NH:22][C:23]2[CH:28]=[CH:27][CH:26]=[CH:25][C:24]=2[C:29]2[N:30]([CH3:34])[CH:31]=[CH:32][N:33]=2)[C:19]([Cl:35])=[CH:18][N:17]=1, predict the reaction product. The product is: [Cl:35][C:19]1[C:20]([NH:22][C:23]2[CH:28]=[CH:27][CH:26]=[CH:25][C:24]=2[C:29]2[N:30]([CH3:34])[CH:31]=[CH:32][N:33]=2)=[N:21][C:16]([NH:1][C:2]2[CH:3]=[CH:4][C:5]3[CH2:11][CH2:10][C:9](=[O:12])[N:8]([CH3:13])[CH2:7][C:6]=3[CH:14]=2)=[N:17][CH:18]=1. (3) Given the reactants Cl[C:2]1[C:11]2=[N:12][N:13](CC3C=CC(OC)=CC=3)[CH:14]=[C:10]2[C:9]2[CH:8]=[C:7]([O:24][CH3:25])[CH:6]=[CH:5][C:4]=2[N:3]=1.[NH2:26][C:27]1[CH:32]=[CH:31][CH:30]=[C:29]([CH3:33])[CH:28]=1.Cl, predict the reaction product. The product is: [CH3:25][O:24][C:7]1[CH:6]=[CH:5][C:4]2[N:3]=[C:2]([NH:26][C:27]3[CH:28]=[C:29]([CH3:33])[CH:30]=[CH:31][CH:32]=3)[C:11]3=[N:12][NH:13][CH:14]=[C:10]3[C:9]=2[CH:8]=1. (4) The product is: [NH2:1][S:2]([C:5]1[C:6]([Cl:29])=[CH:7][C:8]([NH:22][CH2:23][C:24]2[O:25][CH:26]=[CH:27][CH:28]=2)=[C:9]([CH:21]=1)[C:10]([O:12][CH2:13][CH2:14][CH2:15][C:16]([OH:18])=[O:17])=[O:11])(=[O:3])=[O:4]. Given the reactants [NH2:1][S:2]([C:5]1[C:6]([Cl:29])=[CH:7][C:8]([NH:22][CH2:23][C:24]2[O:25][CH:26]=[CH:27][CH:28]=2)=[C:9]([CH:21]=1)[C:10]([O:12][CH2:13][CH2:14][CH2:15][C:16]([O:18]CC)=[O:17])=[O:11])(=[O:4])=[O:3].[OH-].[Na+], predict the reaction product. (5) Given the reactants [Br:1][C:2]1[CH:3]=[N:4][C:5](Cl)=[C:6]([CH:11]=1)[C:7]([O:9][CH3:10])=[O:8].[CH:13]([B-](F)(F)F)=[CH2:14].[K+], predict the reaction product. The product is: [CH3:10][O:9][C:7](=[O:8])[C:6]1[CH:11]=[C:2]([Br:1])[CH:3]=[N:4][C:5]=1[CH:13]=[CH2:14]. (6) Given the reactants [CH3:1][C:2]1[C:3]2[N:4]([C:9]([CH2:12][CH:13]3[CH2:15][CH2:14]3)=[N:10][N:11]=2)[CH:5]=[CH:6][C:7]=1Cl.[C:16]([O:20][C:21]([N:23]1[CH2:28][CH:27]=[C:26](B2OC(C)(C)C(C)(C)O2)[CH2:25][CH2:24]1)=[O:22])([CH3:19])([CH3:18])[CH3:17].O1CCOCC1, predict the reaction product. The product is: [C:16]([O:20][C:21]([N:23]1[CH2:24][CH:25]=[C:26]([C:7]2[CH:6]=[CH:5][N:4]3[C:9]([CH2:12][CH:13]4[CH2:15][CH2:14]4)=[N:10][N:11]=[C:3]3[C:2]=2[CH3:1])[CH2:27][CH2:28]1)=[O:22])([CH3:19])([CH3:17])[CH3:18]. (7) Given the reactants C(O[C:4]([CH:6]1[CH2:10][CH2:9][CH2:8][C:7]1=O)=[O:5])C.Cl.[C:13]([NH2:21])(=[NH:20])[C:14]1[CH:19]=[CH:18][CH:17]=[CH:16][CH:15]=1, predict the reaction product. The product is: [C:14]1([C:13]2[N:21]=[C:4]([OH:5])[C:6]3[CH2:10][CH2:9][CH2:8][C:7]=3[N:20]=2)[CH:19]=[CH:18][CH:17]=[CH:16][CH:15]=1. (8) The product is: [Cl:25][C:26]1[C:30]([Cl:31])=[C:29]([CH3:32])[NH:28][C:27]=1[C:33]([NH:35][C@H:36]1[CH2:41][CH2:40][N:39]([C:42]2[CH:50]=[C:49]([C:45]([C:46]([NH:74][C:65]([CH3:67])([C:68]3[CH:73]=[CH:72][CH:71]=[CH:70][CH:69]=3)[CH3:66])=[O:48])=[CH:44][N:43]=2)[C:51]([O:53][CH2:54][CH3:55])=[O:52])[CH2:38][C@H:37]1[O:56][CH3:57])=[O:34]. Given the reactants CN(C(ON1N=NC2C=CC=NC1=2)=[N+](C)C)C.F[P-](F)(F)(F)(F)F.[Cl:25][C:26]1[C:30]([Cl:31])=[C:29]([CH3:32])[NH:28][C:27]=1[C:33]([NH:35][C@H:36]1[CH2:41][CH2:40][N:39]([C:42]2[CH:50]=[C:49]([C:51]([O:53][CH2:54][CH3:55])=[O:52])[C:45]([C:46]([OH:48])=O)=[CH:44][N:43]=2)[CH2:38][C@H:37]1[O:56][CH3:57])=[O:34].CCN(CC)CC.[C:65]([NH2:74])([C:68]1[CH:73]=[CH:72][CH:71]=[CH:70][CH:69]=1)([CH3:67])[CH3:66], predict the reaction product.